This data is from Catalyst prediction with 721,799 reactions and 888 catalyst types from USPTO. The task is: Predict which catalyst facilitates the given reaction. (1) Reactant: [I:1][C:2]1[C:7]([CH:8]=[O:9])=[C:6]([O:10][CH3:11])[N:5]=[CH:4][CH:3]=1.CC(=CC)C.O.Cl([O-])=[O:19].[Na+]. Product: [I:1][C:2]1[C:7]([C:8]([OH:19])=[O:9])=[C:6]([O:10][CH3:11])[N:5]=[CH:4][CH:3]=1. The catalyst class is: 218. (2) Reactant: [OH:1][C:2]1[CH:3]=[C:4]([C:8]2[CH:13]=[CH:12][C:11]([NH:14][C:15]([NH2:17])=[NH:16])=[CH:10][CH:9]=2)[CH:5]=[CH:6][CH:7]=1.[Cl:18][C:19]1[N:24]=[C:23](Cl)[CH:22]=[CH:21][N:20]=1.C(=O)([O-])[O-].[K+].[K+]. Product: [Cl:18][C:19]1[N:24]=[C:23]([O:1][C:2]2[CH:3]=[C:4]([C:8]3[CH:13]=[CH:12][C:11]([NH:14][C:15]([NH2:17])=[NH:16])=[CH:10][CH:9]=3)[CH:5]=[CH:6][CH:7]=2)[CH:22]=[CH:21][N:20]=1. The catalyst class is: 3.